Dataset: NCI-60 drug combinations with 297,098 pairs across 59 cell lines. Task: Regression. Given two drug SMILES strings and cell line genomic features, predict the synergy score measuring deviation from expected non-interaction effect. (1) Drug 1: CC(CN1CC(=O)NC(=O)C1)N2CC(=O)NC(=O)C2. Drug 2: CN(CC1=CN=C2C(=N1)C(=NC(=N2)N)N)C3=CC=C(C=C3)C(=O)NC(CCC(=O)O)C(=O)O. Cell line: HT29. Synergy scores: CSS=46.4, Synergy_ZIP=-6.42, Synergy_Bliss=-4.11, Synergy_Loewe=-0.247, Synergy_HSA=0.539. (2) Drug 1: CNC(=O)C1=CC=CC=C1SC2=CC3=C(C=C2)C(=NN3)C=CC4=CC=CC=N4. Drug 2: C1=CC=C(C(=C1)C(C2=CC=C(C=C2)Cl)C(Cl)Cl)Cl. Cell line: RPMI-8226. Synergy scores: CSS=-4.22, Synergy_ZIP=7.26, Synergy_Bliss=6.17, Synergy_Loewe=1.48, Synergy_HSA=0.997. (3) Drug 1: CC1=C(C(=O)C2=C(C1=O)N3CC4C(C3(C2COC(=O)N)OC)N4)N. Drug 2: B(C(CC(C)C)NC(=O)C(CC1=CC=CC=C1)NC(=O)C2=NC=CN=C2)(O)O. Cell line: NCIH23. Synergy scores: CSS=70.1, Synergy_ZIP=1.01, Synergy_Bliss=0.444, Synergy_Loewe=-2.31, Synergy_HSA=2.53.